From a dataset of Peptide-MHC class I binding affinity with 185,985 pairs from IEDB/IMGT. Regression. Given a peptide amino acid sequence and an MHC pseudo amino acid sequence, predict their binding affinity value. This is MHC class I binding data. (1) The peptide sequence is QVKRREGMF. The MHC is HLA-B57:01 with pseudo-sequence HLA-B57:01. The binding affinity (normalized) is 0.0847. (2) The peptide sequence is FFSPFFFSL. The MHC is HLA-B51:01 with pseudo-sequence HLA-B51:01. The binding affinity (normalized) is 0.0847. (3) The peptide sequence is RIRKDFGKR. The MHC is HLA-A26:02 with pseudo-sequence HLA-A26:02. The binding affinity (normalized) is 0.0847. (4) The peptide sequence is KQNPDIVIY. The MHC is HLA-A24:02 with pseudo-sequence HLA-A24:02. The binding affinity (normalized) is 0. (5) The peptide sequence is RPRLWRSVI. The MHC is HLA-A02:01 with pseudo-sequence HLA-A02:01. The binding affinity (normalized) is 0.0847. (6) The peptide sequence is EVADRVIFM. The MHC is HLA-A23:01 with pseudo-sequence HLA-A23:01. The binding affinity (normalized) is 0.0847. (7) The peptide sequence is PPSGKGGNY. The MHC is HLA-A03:01 with pseudo-sequence HLA-A03:01. The binding affinity (normalized) is 0.0847. (8) The peptide sequence is TPVEIVVDM. The MHC is HLA-B54:01 with pseudo-sequence HLA-B54:01. The binding affinity (normalized) is 0. (9) The peptide sequence is SLNFRFENV. The binding affinity (normalized) is 0.411. The MHC is HLA-B08:01 with pseudo-sequence HLA-B08:01. (10) The peptide sequence is STATLCLGHH. The MHC is HLA-A33:01 with pseudo-sequence HLA-A33:01. The binding affinity (normalized) is 0.